Dataset: Catalyst prediction with 721,799 reactions and 888 catalyst types from USPTO. Task: Predict which catalyst facilitates the given reaction. (1) Reactant: Cl[C:2]1[N:3]=[C:4]2[CH:9]=[CH:8][CH:7]=[CH:6][N:5]2[C:10]=1[C:11]([O:13][CH2:14][CH3:15])=[O:12].[CH2:16]([N:18]1[C:26]2[C:21](=[N:22][CH:23]=[C:24]([CH3:27])[CH:25]=2)[N:20]([C:28]2[CH:33]=[CH:32][C:31]([OH:34])=[CH:30][CH:29]=2)[C:19]1=[O:35])[CH3:17].[H-].[Na+].C([O-])(O)=O.[Na+]. The catalyst class is: 57. Product: [CH2:16]([N:18]1[C:26]2[C:21](=[N:22][CH:23]=[C:24]([CH3:27])[CH:25]=2)[N:20]([C:28]2[CH:33]=[CH:32][C:31]([O:34][C:2]3[N:3]=[C:4]4[CH:9]=[CH:8][CH:7]=[CH:6][N:5]4[C:10]=3[C:11]([O:13][CH2:14][CH3:15])=[O:12])=[CH:30][CH:29]=2)[C:19]1=[O:35])[CH3:17]. (2) Reactant: [NH2:1][C@@H:2]([CH:21]1[CH2:26][CH2:25][CH2:24][CH2:23][CH2:22]1)[C:3]([C:13]1[CH:18]=[CH:17][C:16]([O:19][CH3:20])=[CH:15][CH:14]=1)([C:5]1[CH:10]=[CH:9][C:8]([O:11][CH3:12])=[CH:7][CH:6]=1)[OH:4].[CH3:27][O:28][B:29](OC)OC. Product: [CH:21]1([C@H:2]2[C:3]([C:5]3[CH:6]=[CH:7][C:8]([O:11][CH3:12])=[CH:9][CH:10]=3)([C:13]3[CH:18]=[CH:17][C:16]([O:19][CH3:20])=[CH:15][CH:14]=3)[O:4][B:29]([O:28][CH3:27])[NH:1]2)[CH2:26][CH2:25][CH2:24][CH2:23][CH2:22]1. The catalyst class is: 7. (3) Reactant: [Br:1][C:2]1[C:3]([CH:17]2OCC[O:18]2)=[CH:4][C:5]2[C:6]([CH3:16])([CH3:15])[C:7](=[O:14])[CH2:8][C:9]([CH3:13])([CH3:12])[C:10]=2[CH:11]=1.Cl. Product: [Br:1][C:2]1[C:3]([CH:17]=[O:18])=[CH:4][C:5]2[C:6]([CH3:16])([CH3:15])[C:7](=[O:14])[CH2:8][C:9]([CH3:12])([CH3:13])[C:10]=2[CH:11]=1. The catalyst class is: 7. (4) Reactant: [CH2:1]([O:3][C:4]([C@H:6]1[CH2:11][CH2:10][C@H:9]([O:12][CH:13]2[CH2:18][CH2:17][N:16](C(OCC3C=CC=CC=3)=O)[CH2:15][CH2:14]2)[CH2:8][CH2:7]1)=[O:5])[CH3:2]. Product: [NH:16]1[CH2:15][CH2:14][CH:13]([O:12][C@H:9]2[CH2:10][CH2:11][C@H:6]([C:4]([O:3][CH2:1][CH3:2])=[O:5])[CH2:7][CH2:8]2)[CH2:18][CH2:17]1. The catalyst class is: 579. (5) Reactant: [Cl:1][C:2]1[CH:3]=[C:4]([CH:26]=[CH:27][C:28]=1[O:29][CH3:30])[CH2:5][NH:6][C:7]1[C:12]([C:13]([O:15][CH3:16])=[O:14])=[C:11](Cl)[N:10]=[C:9]([S:18][CH2:19][C:20]2[CH:25]=[CH:24][CH:23]=[CH:22][CH:21]=2)[N:8]=1.[N:31]1[CH:32]=[CH:33][N:34]2[CH2:39][CH2:38][NH:37][CH2:36][C:35]=12.C(N(CC)CC)C.CN(C)C(=O)C. Product: [Cl:1][C:2]1[CH:3]=[C:4]([CH:26]=[CH:27][C:28]=1[O:29][CH3:30])[CH2:5][NH:6][C:7]1[C:12]([C:13]([O:15][CH3:16])=[O:14])=[C:11]([N:37]2[CH2:38][CH2:39][N:34]3[CH:33]=[CH:32][N:31]=[C:35]3[CH2:36]2)[N:10]=[C:9]([S:18][CH2:19][C:20]2[CH:25]=[CH:24][CH:23]=[CH:22][CH:21]=2)[N:8]=1. The catalyst class is: 6. (6) Reactant: [CH3:1][C@H:2]([NH:6][C:7]([O:9][C:10]([CH3:13])([CH3:12])[CH3:11])=[O:8])[C:3]([OH:5])=[O:4].ON1[C:19]2[CH:20]=[CH:21][CH:22]=[CH:23][C:18]=2N=N1.[CH3:24]NC.O1CCCC1.Cl.O1CCOCC1. Product: [CH3:18][CH2:19][C@@H:1]([C@H:2]([NH:6][C:7]([O:9][C:10]([CH3:12])([CH3:11])[CH3:13])=[O:8])[C:3]([OH:5])=[O:4])[CH3:24].[CH3:13][C:10]([O:9][C:7]([NH:6][C@H:2]([C:3]([OH:5])=[O:4])[CH2:1][C:18]1[CH:23]=[CH:22][CH:21]=[CH:20][CH:19]=1)=[O:8])([CH3:12])[CH3:11]. The catalyst class is: 35.